Dataset: Catalyst prediction with 721,799 reactions and 888 catalyst types from USPTO. Task: Predict which catalyst facilitates the given reaction. (1) Reactant: [O:1]=[C:2]1[NH:7][C:6]2[CH:8]=[C:9]([CH2:12][N:13]3[CH2:18][CH2:17][N:16]([C:19]4[CH:27]=[CH:26][C:22]([C:23]([OH:25])=O)=[CH:21][CH:20]=4)[CH2:15][CH2:14]3)[CH:10]=[N:11][C:5]=2[N:4]2[CH2:28][CH2:29][CH2:30][CH2:31][C@@H:3]12.Cl.[CH2:33]([N:35]=C=NCCCN(C)C)C.O.N1(O)C2C=CC=CC=2N=N1.CN1CCOCC1.Cl.CN. Product: [CH3:33][NH:35][C:23](=[O:25])[C:22]1[CH:26]=[CH:27][C:19]([N:16]2[CH2:15][CH2:14][N:13]([CH2:12][C:9]3[CH:10]=[N:11][C:5]4[N:4]5[CH2:28][CH2:29][CH2:30][CH2:31][C@H:3]5[C:2](=[O:1])[NH:7][C:6]=4[CH:8]=3)[CH2:18][CH2:17]2)=[CH:20][CH:21]=1. The catalyst class is: 18. (2) Reactant: C([O:3][C:4](=[O:17])[CH2:5][O:6][C:7]1[CH:12]=[C:11]([O:13][CH3:14])[CH:10]=[C:9]([O:15][CH3:16])[CH:8]=1)C.[Li].Cl. Product: [CH3:16][O:15][C:9]1[CH:8]=[C:7]([CH:12]=[C:11]([O:13][CH3:14])[CH:10]=1)[O:6][CH2:5][C:4]([OH:17])=[O:3]. The catalyst class is: 87. (3) Reactant: C([O:3][C:4]([C:6]1[C:7]2[CH:8]=[CH:9][C:10]([O:30][CH3:31])=[C:11]([O:28][CH3:29])[C:12]=2[C:13](=[O:27])[N:14]2[CH2:23][CH2:22][C:21]3[C:16](=[CH:17][C:18]4[O:26][CH2:25][O:24][C:19]=4[CH:20]=3)[C:15]=12)=[O:5])C. Product: [CH3:29][O:28][C:11]1[C:12]2[C:13](=[O:27])[N:14]3[CH2:23][CH2:22][C:21]4[C:16]([C:15]3=[C:6]([C:4]([OH:5])=[O:3])[C:7]=2[CH:8]=[CH:9][C:10]=1[O:30][CH3:31])=[CH:17][C:18]1[O:26][CH2:25][O:24][C:19]=1[CH:20]=4. The catalyst class is: 74. (4) Reactant: [P:1]([O:13][CH2:14][C@H:15]1[CH2:19][CH2:18][CH2:17][N:16]1[CH2:20][CH2:21][CH2:22][O:23][C:24]1[CH:33]=[C:32]2[C:27]([C:28]([NH:34][C:35]3[S:36][C:37]([CH2:40][C:41]([NH:43][C:44]4[CH:49]=[CH:48][C:47]([F:50])=[C:46]([F:51])[CH:45]=4)=[O:42])=[CH:38][N:39]=3)=[N:29][CH:30]=[N:31]2)=[CH:26][C:25]=1[O:52][CH3:53])([O:8]C(C)(C)C)([O:3]C(C)(C)C)=[O:2].Cl. Product: [P:1]([OH:3])([OH:8])([O:13][CH2:14][C@H:15]1[CH2:19][CH2:18][CH2:17][N:16]1[CH2:20][CH2:21][CH2:22][O:23][C:24]1[CH:33]=[C:32]2[C:27]([C:28]([NH:34][C:35]3[S:36][C:37]([CH2:40][C:41]([NH:43][C:44]4[CH:49]=[CH:48][C:47]([F:50])=[C:46]([F:51])[CH:45]=4)=[O:42])=[CH:38][N:39]=3)=[N:29][CH:30]=[N:31]2)=[CH:26][C:25]=1[O:52][CH3:53])=[O:2]. The catalyst class is: 12. (5) The catalyst class is: 10. Product: [CH2:27]([O:29][C:30](=[O:33])[CH2:31][N:1]1[C:9]2[C:4](=[CH:5][CH:6]=[C:7]([CH2:10][C:11](=[O:12])[NH:13][CH2:14][C:15]#[C:16][C:17]3[CH:22]=[CH:21][C:20]([C:23]([F:24])([F:25])[F:26])=[CH:19][CH:18]=3)[CH:8]=2)[CH:3]=[CH:2]1)[CH3:28]. Reactant: [NH:1]1[C:9]2[C:4](=[CH:5][CH:6]=[C:7]([CH2:10][C:11]([NH:13][CH2:14][C:15]#[C:16][C:17]3[CH:22]=[CH:21][C:20]([C:23]([F:26])([F:25])[F:24])=[CH:19][CH:18]=3)=[O:12])[CH:8]=2)[CH:3]=[CH:2]1.[CH2:27]([O:29][C:30](=[O:33])[CH2:31]Br)[CH3:28].C(=O)([O-])[O-].[Cs+].[Cs+].[I-].[K+]. (6) Reactant: [CH3:1][NH:2][CH3:3].[Cl:4][C:5]1[CH:10]=[C:9]([Cl:11])[CH:8]=[CH:7][C:6]=1[C:12]1[CH:17]=[CH:16][C:15]([S:18]([NH:21][C:22]2[CH:23]=[C:24]([CH:28]=[CH:29][CH:30]=2)[C:25](Cl)=[O:26])(=[O:20])=[O:19])=[CH:14][CH:13]=1.[Cl-].[NH4+].Cl. Product: [Cl:4][C:5]1[CH:10]=[C:9]([Cl:11])[CH:8]=[CH:7][C:6]=1[C:12]1[CH:17]=[CH:16][C:15]([S:18]([NH:21][C:22]2[CH:23]=[C:24]([CH:28]=[CH:29][CH:30]=2)[C:25]([N:2]([CH3:3])[CH3:1])=[O:26])(=[O:20])=[O:19])=[CH:14][CH:13]=1. The catalyst class is: 1. (7) Reactant: [Cl:1][C:2]1[CH:3]=[C:4]([CH:9]2[CH2:18][CH2:17][C:12]3(OCC[O:13]3)[CH2:11][CH2:10]2)[CH:5]=[CH:6][C:7]=1[F:8].S(=O)(=O)(O)O. Product: [Cl:1][C:2]1[CH:3]=[C:4]([CH:9]2[CH2:10][CH2:11][C:12](=[O:13])[CH2:17][CH2:18]2)[CH:5]=[CH:6][C:7]=1[F:8]. The catalyst class is: 692. (8) Reactant: [NH2:1][C:2]1[C:10]2[C:5](=[N:6][C:7]([CH3:15])=[CH:8][C:9]=2[C:11]([F:14])([F:13])[F:12])[S:4][C:3]=1[C:16]([OH:18])=O.CN(C(ON1N=NC2C=CC=NC1=2)=[N+](C)C)C.F[P-](F)(F)(F)(F)F.CCN(C(C)C)C(C)C.[CH3:52][O:53][C:54]1[CH:59]=[CH:58][CH:57]=[CH:56][C:55]=1[CH2:60][CH2:61][NH2:62]. Product: [NH2:1][C:2]1[C:10]2[C:5](=[N:6][C:7]([CH3:15])=[CH:8][C:9]=2[C:11]([F:12])([F:13])[F:14])[S:4][C:3]=1[C:16]([NH:62][CH2:61][CH2:60][C:55]1[CH:56]=[CH:57][CH:58]=[CH:59][C:54]=1[O:53][CH3:52])=[O:18]. The catalyst class is: 3. (9) Reactant: C[O:2][C:3]1[C:10]([O:11]C)=[C:9]([O:13][CH3:14])[CH:8]=[CH:7][C:4]=1[CH:5]=[O:6].B(Cl)(Cl)Cl.C(=O)(O)[O-].[Na+].Cl. Product: [OH:2][C:3]1[C:10]([OH:11])=[C:9]([O:13][CH3:14])[CH:8]=[CH:7][C:4]=1[CH:5]=[O:6]. The catalyst class is: 2. (10) Reactant: [CH2:1]([N:5]([CH2:21][C:22]1[CH:23]=[CH:24][C:25]2[CH2:31][CH2:30][CH2:29][CH2:28][CH:27]([O:32]C3CCCCO3)[C:26]=2[CH:39]=1)[C:6]([CH:8]1[O:13][CH2:12][CH2:11][N:10]([C:14]([O:16][C:17]([CH3:20])([CH3:19])[CH3:18])=[O:15])[CH2:9]1)=[O:7])[CH:2]([CH3:4])[CH3:3].C1(C)C=CC(S([O-])(=O)=O)=CC=1.[NH+]1C=CC=CC=1. Product: [OH:32][CH:27]1[C:26]2[CH:39]=[C:22]([CH2:21][N:5]([CH2:1][CH:2]([CH3:4])[CH3:3])[C:6]([CH:8]3[O:13][CH2:12][CH2:11][N:10]([C:14]([O:16][C:17]([CH3:18])([CH3:19])[CH3:20])=[O:15])[CH2:9]3)=[O:7])[CH:23]=[CH:24][C:25]=2[CH2:31][CH2:30][CH2:29][CH2:28]1. The catalyst class is: 8.